Dataset: Full USPTO retrosynthesis dataset with 1.9M reactions from patents (1976-2016). Task: Predict the reactants needed to synthesize the given product. (1) Given the product [Cl:27][C:19]1[C:18]([CH:17]=[CH2:16])=[C:25]([NH:1][CH:2]([CH:3]([OH:4])[CH3:5])[C:6]([OH:8])=[O:7])[CH:24]=[CH:23][C:20]=1[C:21]#[N:22], predict the reactants needed to synthesize it. The reactants are: [NH2:1][C@@H:2]([C:6]([OH:8])=[O:7])[C@H:3]([CH3:5])[OH:4].C([O-])([O-])=O.[K+].[K+].Br[CH2:16][CH2:17][C:18]1[C:19]([Cl:27])=[C:20]([CH:23]=[CH:24][C:25]=1F)[C:21]#[N:22]. (2) Given the product [CH2:1]([O:3][C:4]([C:6]1[S:10][C:9]([NH:11][C:12]2[CH:17]=[C:16]([CH2:18][N:19]3[CH2:20][CH2:21][N:22]([CH3:25])[CH2:23][CH2:24]3)[CH:15]=[CH:14][C:13]=2[NH2:26])=[N:8][C:7]=1[C:29]1[CH:34]=[CH:33][CH:32]=[CH:31][CH:30]=1)=[O:5])[CH3:2], predict the reactants needed to synthesize it. The reactants are: [CH2:1]([O:3][C:4]([C:6]1[S:10][C:9]([NH:11][C:12]2[CH:17]=[C:16]([CH2:18][N:19]3[CH2:24][CH2:23][N:22]([CH3:25])[CH2:21][CH2:20]3)[CH:15]=[CH:14][C:13]=2[N+:26]([O-])=O)=[N:8][C:7]=1[C:29]1[CH:34]=[CH:33][CH:32]=[CH:31][CH:30]=1)=[O:5])[CH3:2].Cl. (3) Given the product [Br:1][C:2]1[CH:6]=[N:5][N:4]([CH3:7])[C:3]=1[C:8]1[CH:9]=[C:10]([NH:16][C:17]([NH:19][C:20]2[CH:21]=[CH:22][C:23]([Cl:26])=[CH:24][CH:25]=2)=[O:18])[CH:11]=[CH:12][C:13]=1[OH:14], predict the reactants needed to synthesize it. The reactants are: [Br:1][C:2]1[CH:6]=[N:5][N:4]([CH3:7])[C:3]=1[C:8]1[CH:9]=[C:10]([NH:16][C:17]([NH:19][C:20]2[CH:25]=[CH:24][C:23]([Cl:26])=[CH:22][CH:21]=2)=[O:18])[CH:11]=[CH:12][C:13]=1[O:14]C.[Al+3].[Cl-].[Cl-].[Cl-].CCOC(C)=O.C(C(C(C([O-])=O)O)O)([O-])=O.[Na+].[K+]. (4) Given the product [C:18]([O:17][C@H:11]1[C@@H:12]([CH:13]=[C:14]([CH3:16])[CH3:15])[NH:9][C:10]1=[O:21])(=[O:20])[CH3:19], predict the reactants needed to synthesize it. The reactants are: COC1C=CC([N:9]2[C@H:12]([CH:13]=[C:14]([CH3:16])[CH3:15])[C@H:11]([O:17][C:18](=[O:20])[CH3:19])[C:10]2=[O:21])=CC=1. (5) Given the product [ClH:68].[CH3:54][N:53]([CH3:58])[CH2:51][CH2:50][C:45]1[CH:46]=[CH:47][CH:48]=[C:49]2[C:44]=1[NH:43][N:42]=[C:41]2[S:38]([C:32]1[CH:37]=[CH:36][CH:35]=[CH:34][CH:33]=1)(=[O:40])=[O:39], predict the reactants needed to synthesize it. The reactants are: CC1C=CC(S(OCCC2C=CC=C3C=2NN=C3S(C2C=CC=CC=2)(=O)=O)(=O)=O)=CC=1.[C:32]1([S:38]([C:41]2[C:49]3[C:44](=[C:45]([CH2:50][CH2:51]O)[CH:46]=[CH:47][CH:48]=3)[NH:43][N:42]=2)(=[O:40])=[O:39])[CH:37]=[CH:36][CH:35]=[CH:34][CH:33]=1.[N:53]1[CH:58]=CC=C[CH:54]=1.C1(C)C(S([Cl:68])(=O)=O)=CC=CC=1. (6) Given the product [CH2:8]([C@:11]1([CH2:22][CH2:23][N:24]([CH3:25])[C:34](=[O:35])[O:36][C:37]([CH3:38])([CH3:39])[CH3:40])[C:19]2[C:14](=[CH:15][CH:16]=[C:17]([Cl:20])[CH:18]=2)[C:13](=[O:21])[NH:12]1)[CH:9]=[CH2:10], predict the reactants needed to synthesize it. The reactants are: FC(F)(F)C(O)=O.[CH2:8]([C@:11]1([CH2:22][CH2:23][NH:24][CH3:25])[C:19]2[C:14](=[CH:15][CH:16]=[C:17]([Cl:20])[CH:18]=2)[C:13](=[O:21])[NH:12]1)[CH:9]=[CH2:10].[C:34](O[C:34]([O:36][C:37]([CH3:40])([CH3:39])[CH3:38])=[O:35])([O:36][C:37]([CH3:40])([CH3:39])[CH3:38])=[O:35].C(N(CC)CC)C. (7) Given the product [CH3:15][C:16]1[CH:17]=[C:18]([NH:19][S:11]([C:7]2[CH:8]=[C:9]3[C:4](=[CH:5][CH:6]=2)[NH:3][C:2](=[O:1])[CH2:10]3)(=[O:13])=[O:12])[CH:20]=[CH:21][C:22]=1[CH3:23], predict the reactants needed to synthesize it. The reactants are: [O:1]=[C:2]1[CH2:10][C:9]2[C:4](=[CH:5][CH:6]=[C:7]([S:11](Cl)(=[O:13])=[O:12])[CH:8]=2)[NH:3]1.[CH3:15][C:16]1[CH:17]=[C:18]([CH:20]=[CH:21][C:22]=1[CH3:23])[NH2:19].CCN(C(C)C)C(C)C. (8) Given the product [CH2:13]([O:12][C:9]1[CH:10]=[C:11]2[C:6]([CH:5]=[CH:4][CH:3]=[C:2]2[NH2:1])=[CH:7][CH:8]=1)[C:14]1[CH:19]=[CH:18][CH:17]=[CH:16][CH:15]=1, predict the reactants needed to synthesize it. The reactants are: [NH2:1][C:2]1[CH:3]=[CH:4][CH:5]=[C:6]2[C:11]=1[CH:10]=[C:9]([OH:12])[CH:8]=[CH:7]2.[CH2:13](Br)[C:14]1[CH:19]=[CH:18][CH:17]=[CH:16][CH:15]=1.O.